Task: Regression. Given a peptide amino acid sequence and an MHC pseudo amino acid sequence, predict their binding affinity value. This is MHC class II binding data.. Dataset: Peptide-MHC class II binding affinity with 134,281 pairs from IEDB (1) The peptide sequence is MNALRRLPVICSFLV. The MHC is DRB1_1302 with pseudo-sequence DRB1_1302. The binding affinity (normalized) is 0.750. (2) The peptide sequence is YRSLQPEEFAVVDLS. The MHC is DRB3_0101 with pseudo-sequence DRB3_0101. The binding affinity (normalized) is 0.144. (3) The peptide sequence is IGSRGRRSCRAARRP. The MHC is DRB4_0101 with pseudo-sequence DRB4_0103. The binding affinity (normalized) is 0.220.